Dataset: Full USPTO retrosynthesis dataset with 1.9M reactions from patents (1976-2016). Task: Predict the reactants needed to synthesize the given product. (1) Given the product [C:14]([C:12]1[CH:13]=[C:9]([NH:8][CH:5]=[O:7])[N:10]([CH2:18][CH:19]2[CH2:20][CH2:21]2)[N:11]=1)([CH3:17])([CH3:15])[CH3:16], predict the reactants needed to synthesize it. The reactants are: C(O[C:5](=[O:7])C)(=O)C.[NH2:8][C:9]1[N:10]([CH2:18][CH:19]2[CH2:21][CH2:20]2)[N:11]=[C:12]([C:14]([CH3:17])([CH3:16])[CH3:15])[CH:13]=1.[OH-].[Na+]. (2) The reactants are: C(=O)([O-])[O-].[K+].[K+].[ClH:7].C([S:11][CH:12]1[CH2:17][CH2:16][N:15]([CH:18]([C:24]2[CH:29]=[CH:28][CH:27]=[CH:26][C:25]=2[F:30])[C:19]([CH:21]2[CH2:23][CH2:22]2)=[O:20])[CH2:14]/[C:13]/1=[CH:31]\[C:32]1[N:36]([CH2:37][C:38]([O:40][CH3:41])=[O:39])[N:35]=[N:34][N:33]=1)(=O)C. Given the product [ClH:7].[CH:21]1([C:19](=[O:20])[CH:18]([N:15]2[CH2:16][CH2:17][CH:12]([SH:11])/[C:13](=[CH:31]/[C:32]3[N:36]([CH2:37][C:38]([O:40][CH3:41])=[O:39])[N:35]=[N:34][N:33]=3)/[CH2:14]2)[C:24]2[CH:29]=[CH:28][CH:27]=[CH:26][C:25]=2[F:30])[CH2:23][CH2:22]1, predict the reactants needed to synthesize it. (3) Given the product [Cl:1][C:2]1[CH:12]=[CH:11][C:5]2[S:6][C:7]([C:13](=[O:15])[CH3:14])=[C:8]([CH2:9][CH3:10])[C:4]=2[CH:3]=1, predict the reactants needed to synthesize it. The reactants are: [Cl:1][C:2]1[CH:12]=[CH:11][C:5]2[S:6][CH:7]=[C:8]([CH2:9][CH3:10])[C:4]=2[CH:3]=1.[C:13](Cl)(=[O:15])[CH3:14].[Al+3].[Cl-].[Cl-].[Cl-]. (4) The reactants are: [F:1][C:2]1[CH:7]=[C:6]([S:8][C:9]([F:12])([F:11])[F:10])[CH:5]=[CH:4][C:3]=1[N:13]([CH3:24])[C:14]([NH:16][CH2:17][C:18]1[CH:19]=[N:20][CH:21]=[CH:22][CH:23]=1)=[O:15].C(N(C(C)C)CC)(C)C.[F:34][C:35]1[CH:43]=[CH:42][CH:41]=[C:40]([F:44])[C:36]=1[C:37](Cl)=[O:38].C(OC)(C)(C)C. Given the product [F:34][C:35]1[CH:43]=[CH:42][CH:41]=[C:40]([F:44])[C:36]=1[C:37]([N:16]([CH2:17][C:18]1[CH:19]=[N:20][CH:21]=[CH:22][CH:23]=1)[C:14]([N:13]([C:3]1[CH:4]=[CH:5][C:6]([S:8][C:9]([F:12])([F:11])[F:10])=[CH:7][C:2]=1[F:1])[CH3:24])=[O:15])=[O:38], predict the reactants needed to synthesize it. (5) Given the product [C:24]([N:28]1[C:4](=[O:3])[C:6]2[CH:7]=[N:8][C:9]3[C:10]([O:22][CH3:23])=[CH:11][CH:12]=[CH:13][C:14]=3[C:15]=2[N:16]([CH:17]2[CH2:18][CH2:19][CH2:20][CH2:21]2)[C:29]1=[O:30])([CH3:27])([CH3:26])[CH3:25], predict the reactants needed to synthesize it. The reactants are: C([O:3][C:4]([C:6]1[CH:7]=[N:8][C:9]2[C:14]([C:15]=1[NH:16][CH:17]1[CH2:21][CH2:20][CH2:19][CH2:18]1)=[CH:13][CH:12]=[CH:11][C:10]=2[O:22][CH3:23])=O)C.[C:24]([N:28]=[C:29]=[O:30])([CH3:27])([CH3:26])[CH3:25]. (6) Given the product [Cl:1][C:2]1[CH:11]=[C:10]2[C:5]([CH:6]=[C:7]([CH2:12][OH:13])[CH:8]=[N:9]2)=[CH:4][CH:3]=1, predict the reactants needed to synthesize it. The reactants are: [Cl:1][C:2]1[CH:11]=[C:10]2[C:5]([CH:6]=[C:7]([C:12](NNS(C3C=CC(C)=CC=3)(=O)=O)=[O:13])[CH:8]=[N:9]2)=[CH:4][CH:3]=1.C([O-])([O-])=O.[Na+].[Na+]. (7) Given the product [Cl:18][C:19]1[C:27]2[C:22](=[CH:23][CH:24]=[C:25]([C:2]3[CH:3]=[C:4]([NH:8][C@H:9]([C:12]4[CH:17]=[CH:16][CH:15]=[CH:14][CH:13]=4)[CH2:10][OH:11])[CH:5]=[N:6][CH:7]=3)[CH:26]=2)[NH:21][N:20]=1, predict the reactants needed to synthesize it. The reactants are: Br[C:2]1[CH:3]=[C:4]([NH:8][C@H:9]([C:12]2[CH:17]=[CH:16][CH:15]=[CH:14][CH:13]=2)[CH2:10][OH:11])[CH:5]=[N:6][CH:7]=1.[Cl:18][C:19]1[C:27]2[C:22](=[CH:23][CH:24]=[C:25](B3OC(C)(C)C(C)(C)O3)[CH:26]=2)[NH:21][N:20]=1.C(=O)([O-])[O-].[K+].[K+]. (8) The reactants are: [Br:1][C:2]1[CH:9]=[C:8]([N:10]2[CH2:14][CH2:13][CH2:12][CH2:11]2)[CH:7]=[CH:6][C:3]=1[C:4]#[N:5].P12(SP3(SP(SP(S3)(S1)=S)(=S)S2)=S)=[S:16]. Given the product [Br:1][C:2]1[CH:9]=[C:8]([N:10]2[CH2:14][CH2:13][CH2:12][CH2:11]2)[CH:7]=[CH:6][C:3]=1[C:4](=[S:16])[NH2:5], predict the reactants needed to synthesize it. (9) The reactants are: [I:1][C:2]1[CH:3]=[C:4]([C:8](=[O:15])[CH2:9][C:10](OCC)=[O:11])[CH:5]=[CH:6][CH:7]=1.[C:16]([OH:20])([CH3:19])([CH3:18])[CH3:17]. Given the product [I:1][C:2]1[CH:3]=[C:4]([C:8](=[O:15])[CH2:9][C:10]([O:20][C:16]([CH3:19])([CH3:18])[CH3:17])=[O:11])[CH:5]=[CH:6][CH:7]=1, predict the reactants needed to synthesize it.